This data is from Reaction yield outcomes from USPTO patents with 853,638 reactions. The task is: Predict the reaction yield, written as a fraction of the theoretical maximum amount of product (1.0 means a 100% yield; for example, 0.34 means a 34% yield). The reactants are COC1C=C(OC)C=CC=1C[N:6]([C:31]1[CH:36]=[CH:35][N:34]=[CH:33][N:32]=1)[S:7]([C:10]1[CH:15]=[C:14]([F:16])[C:13]([O:17][C@H:18]2[CH2:23][CH2:22][CH2:21][CH2:20][C@@H:19]2[C:24]2[CH:29]=[CH:28][N:27]=[N:26][CH:25]=2)=[CH:12][C:11]=1[F:30])(=[O:9])=[O:8].C([SiH](CC)CC)C.FC(F)(F)C(O)=O. The catalyst is ClCCl. The product is [F:30][C:11]1[CH:12]=[C:13]([O:17][C@H:18]2[CH2:23][CH2:22][CH2:21][CH2:20][C@@H:19]2[C:24]2[CH:29]=[CH:28][N:27]=[N:26][CH:25]=2)[C:14]([F:16])=[CH:15][C:10]=1[S:7]([NH:6][C:31]1[CH:36]=[CH:35][N:34]=[CH:33][N:32]=1)(=[O:8])=[O:9]. The yield is 0.940.